Predict the reaction yield, written as a fraction of the theoretical maximum amount of product (1.0 means a 100% yield; for example, 0.34 means a 34% yield). From a dataset of Reaction yield outcomes from USPTO patents with 853,638 reactions. (1) The reactants are Br[CH2:2][C:3]1[CH:8]=[CH:7][CH:6]=[C:5]([O:9][CH3:10])[CH:4]=1.[O:11]1[CH:15]=[CH:14][CH:13]=[C:12]1[CH2:16][NH:17][S:18]([C:21]1[CH:29]=[CH:28][C:24]([C:25]([OH:27])=[O:26])=[CH:23][CH:22]=1)(=[O:20])=[O:19]. No catalyst specified. The product is [O:11]1[CH:15]=[CH:14][CH:13]=[C:12]1[CH2:16][N:17]([CH2:2][C:3]1[CH:8]=[CH:7][CH:6]=[C:5]([O:9][CH3:10])[CH:4]=1)[S:18]([C:21]1[CH:29]=[CH:28][C:24]([C:25]([OH:27])=[O:26])=[CH:23][CH:22]=1)(=[O:20])=[O:19]. The yield is 0.350. (2) The reactants are C(OC(=O)[CH:5]=[C:6]1[C:12]2[CH:13]=[CH:14][CH:15]=[CH:16][C:11]=2[CH2:10][O:9][C:8]2[CH:17]=[C:18]([F:21])[CH:19]=[CH:20][C:7]1=2)C.[OH-].[Li+].C(O)(=O)C.[Br:29]N1C(=O)CCC1=O. The catalyst is C(O)(C)C.O. The product is [Br:29]/[CH:5]=[C:6]1/[C:7]2[CH:20]=[CH:19][C:18]([F:21])=[CH:17][C:8]=2[O:9][CH2:10][C:11]2[CH:16]=[CH:15][CH:14]=[CH:13][C:12]/1=2. The yield is 0.930. (3) The reactants are C[O:2][C:3](=[O:21])[CH:4]([C:11]1[CH:16]=[CH:15][C:14]([Cl:17])=[C:13]([N+:18]([O-:20])=[O:19])[CH:12]=1)[CH2:5][CH:6]1[CH2:10][CH2:9][CH2:8][CH2:7]1.[OH-].[Li+]. The catalyst is O1CCCC1. The product is [Cl:17][C:14]1[CH:15]=[CH:16][C:11]([CH:4]([CH2:5][CH:6]2[CH2:10][CH2:9][CH2:8][CH2:7]2)[C:3]([OH:21])=[O:2])=[CH:12][C:13]=1[N+:18]([O-:20])=[O:19]. The yield is 0.980. (4) The reactants are [BH4-].[Na+].[C:3]([C:6]1[C:7]([O:26][CH2:27][CH3:28])=[C:8]([C:15]2[CH:16]=[CH:17][C:18]([C:21]([N:23]([CH3:25])[CH3:24])=[O:22])=[N:19][CH:20]=2)[C:9]([C:13]#[N:14])=[C:10]([CH3:12])[CH:11]=1)(=[O:5])[CH3:4]. The catalyst is CO. The product is [C:13]([C:9]1[C:10]([CH3:12])=[CH:11][C:6]([CH:3]([OH:5])[CH3:4])=[C:7]([O:26][CH2:27][CH3:28])[C:8]=1[C:15]1[CH:16]=[CH:17][C:18]([C:21]([N:23]([CH3:25])[CH3:24])=[O:22])=[N:19][CH:20]=1)#[N:14]. The yield is 0.990. (5) The reactants are Cl[CH2:2][C:3]1[N:4]=[N:5][C:6]([C:9]2[C:10]([Cl:15])=[N:11][CH:12]=[CH:13][CH:14]=2)=[CH:7][CH:8]=1.[N-:16]=[N+:17]=[N-:18].[Na+]. The catalyst is CC(C)=O. The product is [N:16]([CH2:2][C:3]1[N:4]=[N:5][C:6]([C:9]2[C:10]([Cl:15])=[N:11][CH:12]=[CH:13][CH:14]=2)=[CH:7][CH:8]=1)=[N+:17]=[N-:18]. The yield is 0.820.